From a dataset of Reaction yield outcomes from USPTO patents with 853,638 reactions. Predict the reaction yield, written as a fraction of the theoretical maximum amount of product (1.0 means a 100% yield; for example, 0.34 means a 34% yield). (1) The reactants are [OH:1][C:2]1[CH:9]=[CH:8][C:5]([CH:6]=[O:7])=[CH:4][CH:3]=1.[Cl:10][C:11]1[CH:16]=[CH:15][C:14]([CH2:17][CH2:18]O)=[CH:13][CH:12]=1.C1C=CC(P(C2C=CC=CC=2)C2C=CC=CC=2)=CC=1.CCOC(/N=N/C(OCC)=O)=O. No catalyst specified. The product is [Cl:10][C:11]1[CH:16]=[CH:15][C:14]([CH2:17][CH2:18][O:1][C:2]2[CH:9]=[CH:8][C:5]([CH:6]=[O:7])=[CH:4][CH:3]=2)=[CH:13][CH:12]=1. The yield is 0.610. (2) The reactants are [NH2:1][C:2]1[C:7]([F:8])=[CH:6][CH:5]=[CH:4][C:3]=1[NH:9][C:10]1[N:18]=[C:17]2[C:13]([N:14]=[C:15]([CH2:20][N:21]3[CH2:26][CH2:25][CH:24]([C:27]([OH:30])([CH3:29])[CH3:28])[CH2:23][CH2:22]3)[N:16]2[CH3:19])=[C:12]([N:31]2[CH2:36][CH2:35][O:34][CH2:33][CH2:32]2)[N:11]=1.[C:37](O)(=O)[CH2:38][CH3:39].CCN(C(C)C)C(C)C.CN(C(ON1N=NC2C=CC=NC1=2)=[N+](C)C)C.F[P-](F)(F)(F)(F)F. The catalyst is CN(C=O)C.O.C(O)(=O)C. The product is [CH2:38]([C:39]1[N:9]([C:10]2[N:18]=[C:17]3[C:13]([N:14]=[C:15]([CH2:20][N:21]4[CH2:22][CH2:23][CH:24]([C:27]([OH:30])([CH3:29])[CH3:28])[CH2:25][CH2:26]4)[N:16]3[CH3:19])=[C:12]([N:31]3[CH2:36][CH2:35][O:34][CH2:33][CH2:32]3)[N:11]=2)[C:3]2[CH:4]=[CH:5][CH:6]=[C:7]([F:8])[C:2]=2[N:1]=1)[CH3:37]. The yield is 0.520. (3) The catalyst is C(Cl)Cl.C(OCC)(=O)C. The product is [C:1]([O:4][C:5]1[CH:6]=[C:7]2[C:12](=[CH:13][CH:14]=1)[CH:11]=[C:10]([C:15]([N:18]1[CH2:23][CH2:22][CH:21]([C:24]([O:26][CH3:27])=[O:25])[CH2:20][CH2:19]1)=[O:17])[CH:9]=[CH:8]2)(=[O:3])[CH3:2]. The yield is 1.00. The reactants are [C:1]([O:4][C:5]1[CH:6]=[C:7]2[C:12](=[CH:13][CH:14]=1)[CH:11]=[C:10]([C:15]([OH:17])=O)[CH:9]=[CH:8]2)(=[O:3])[CH3:2].[NH:18]1[CH2:23][CH2:22][CH:21]([C:24]([O:26][CH3:27])=[O:25])[CH2:20][CH2:19]1.CN(C(ON1N=NC2C=CC=CC1=2)=[N+](C)C)C.F[P-](F)(F)(F)(F)F. (4) The reactants are [F:1][C:2]1[CH:10]=[C:9]2[C:5]([C:6]([C:12]3[N:17]=[C:16]4[C:18]([C:21]([OH:23])=O)=[CH:19][NH:20][C:15]4=[N:14][CH:13]=3)=[N:7][N:8]2[CH3:11])=[CH:4][CH:3]=1.Cl.[NH2:25][C:26]1([C:29]#[N:30])[CH2:28][CH2:27]1.CCN=C=NCCCN(C)C.O. The catalyst is CN(C1C=CN=CC=1)C.CN(C=O)C. The product is [C:29]([C:26]1([NH:25][C:21]([C:18]2[C:16]3=[N:17][C:12]([C:6]4[C:5]5[C:9](=[CH:10][C:2]([F:1])=[CH:3][CH:4]=5)[N:8]([CH3:11])[N:7]=4)=[CH:13][N:14]=[C:15]3[NH:20][CH:19]=2)=[O:23])[CH2:28][CH2:27]1)#[N:30]. The yield is 0.230. (5) The reactants are [Cl:1][C:2]1[N:6]2[CH:7]=[C:8]([C:15]3[CH:19]=[CH:18][O:17][CH:16]=3)[CH:9]=[C:10]([C:11]([F:14])([F:13])[F:12])[C:5]2=[N:4][C:3]=1[C:20]([N:22]1[CH2:26][CH2:25][CH:24]([NH:27][C:28]2[CH:33]=[CH:32][CH:31]=[CH:30][CH:29]=2)[CH2:23]1)=[O:21].CCN(CC)CC.[C:41](Cl)(=[O:43])[CH3:42]. The catalyst is C1COCC1. The product is [Cl:1][C:2]1[N:6]2[CH:7]=[C:8]([C:15]3[CH:19]=[CH:18][O:17][CH:16]=3)[CH:9]=[C:10]([C:11]([F:14])([F:13])[F:12])[C:5]2=[N:4][C:3]=1[C:20]([N:22]1[CH2:26][CH2:25][CH:24]([N:27]([C:28]2[CH:33]=[CH:32][CH:31]=[CH:30][CH:29]=2)[C:41](=[O:43])[CH3:42])[CH2:23]1)=[O:21]. The yield is 0.900. (6) The reactants are [Cl:1][C:2]1[N:3]=[C:4]2[C:9](=[CH:10][CH:11]=1)[N:8]=[CH:7][C:6]([S:12]([CH3:15])(=[O:14])=[O:13])=[C:5]2[NH:16][C:17]1[CH:22]=[CH:21][C:20]([CH2:23][N:24]([CH3:26])[CH3:25])=[CH:19][CH:18]=1.[Cl:27][C:28]1[CH:33]=[C:32](B2OC(C)(C)C(C)(C)O2)[CH:31]=[C:30]([F:43])[C:29]=1[OH:44].C1(N)C(F)=C(F)C(F)=C(N)C=1F.Cl.Cl. No catalyst specified. The product is [ClH:1].[ClH:27].[Cl:27][C:28]1[CH:33]=[C:32]([C:2]2[CH:11]=[CH:10][C:9]3[C:4](=[C:5]([NH:16][C:17]4[CH:18]=[CH:19][C:20]([CH2:23][N:24]([CH3:26])[CH3:25])=[CH:21][CH:22]=4)[C:6]([S:12]([CH3:15])(=[O:13])=[O:14])=[CH:7][N:8]=3)[N:3]=2)[CH:31]=[C:30]([F:43])[C:29]=1[OH:44]. The yield is 0.630.